This data is from Forward reaction prediction with 1.9M reactions from USPTO patents (1976-2016). The task is: Predict the product of the given reaction. (1) Given the reactants [CH3:1][O:2][C:3](=[O:14])[C:4]1[CH:9]=[CH:8][C:7]([N:10]=[N+:11]=[N-:12])=[CH:6][C:5]=1[CH3:13].[Cl:15][C:16]1[CH:21]=[C:20]([C:22]([C:24]([F:27])([F:26])[F:25])=[CH2:23])[CH:19]=[C:18]([Cl:28])[CH:17]=1, predict the reaction product. The product is: [CH3:1][O:2][C:3](=[O:14])[C:4]1[CH:9]=[CH:8][C:7]([N:10]2[CH2:23][C:22]([C:20]3[CH:19]=[C:18]([Cl:28])[CH:17]=[C:16]([Cl:15])[CH:21]=3)([C:24]([F:25])([F:27])[F:26])[N:12]=[N:11]2)=[CH:6][C:5]=1[CH3:13]. (2) Given the reactants [CH3:1][C:2]1[CH:6]=[CH:5][S:4]C=1.[S:7]([Cl:11])(Cl)(=[O:9])=[O:8].[Cl:12]S(O)(=O)=O.Cl[CH2:18][Cl:19], predict the reaction product. The product is: [Cl:12][C:5]1[S:4][C:18]([Cl:19])=[C:2]([CH3:1])[C:6]=1[S:7]([Cl:11])(=[O:9])=[O:8]. (3) Given the reactants Br[C:2]1[CH:3]=[C:4]2[C:8](=[CH:9][CH:10]=1)[NH:7][N:6]=[CH:5]2.[B:11]1([B:11]2[O:15][C:14]([CH3:17])([CH3:16])[C:13]([CH3:19])([CH3:18])[O:12]2)[O:15][C:14]([CH3:17])([CH3:16])[C:13]([CH3:19])([CH3:18])[O:12]1, predict the reaction product. The product is: [CH3:18][C:13]1([CH3:19])[C:14]([CH3:17])([CH3:16])[O:15][B:11]([C:2]2[CH:3]=[C:4]3[C:8](=[CH:9][CH:10]=2)[NH:7][N:6]=[CH:5]3)[O:12]1. (4) The product is: [C:1]([C:3]1[C@@H:8]([C:9]2[CH:14]=[CH:13][C:12]([C:15]#[N:16])=[CH:11][CH:10]=2)[N:7]2[N:17]=[C:18]([S:20]([NH2:38])(=[O:22])=[O:21])[N:19]=[C:6]2[N:5]([C:24]2[CH:29]=[CH:28][CH:27]=[C:26]([C:30]([F:33])([F:32])[F:31])[CH:25]=2)[C:4]=1[CH3:34])#[N:2]. Given the reactants [C:1]([C:3]1[C@@H:8]([C:9]2[CH:14]=[CH:13][C:12]([C:15]#[N:16])=[CH:11][CH:10]=2)[N:7]2[N:17]=[C:18]([S:20](Cl)(=[O:22])=[O:21])[N:19]=[C:6]2[N:5]([C:24]2[CH:29]=[CH:28][CH:27]=[C:26]([C:30]([F:33])([F:32])[F:31])[CH:25]=2)[C:4]=1[CH3:34])#[N:2].N.C([N:38](CC)CC)C, predict the reaction product. (5) Given the reactants [F:1][C:2]1[CH:8]=[C:7]([F:9])[C:6]([F:10])=[CH:5][C:3]=1[NH2:4].Cl.Cl[CH2:13][CH2:14][NH:15][CH2:16][CH2:17]Cl.C(=O)([O-])[O-].[Na+].[Na+].[OH-].[Na+], predict the reaction product. The product is: [F:1][C:2]1[CH:8]=[C:7]([F:9])[C:6]([F:10])=[CH:5][C:3]=1[N:4]1[CH2:17][CH2:16][NH:15][CH2:14][CH2:13]1. (6) Given the reactants [CH2:1]1[O:44][C:43]2[CH:42]=[CH:41][C:5]([CH2:6][N:7]([S:28]([C:31]3[C:36]([CH3:37])=[CH:35][C:34]([O:38][CH3:39])=[CH:33][C:32]=3[CH3:40])(=[O:30])=[O:29])[C@H:8]([CH2:16][N:17]3C(=O)C4=CC=CC=C4C3=O)[C:9]([O:11][C:12]([CH3:15])([CH3:14])[CH3:13])=[O:10])=[CH:4][C:3]=2[O:2]1.O.NN.C(NN)(=O)C1C(=CC=CC=1)C(NN)=O, predict the reaction product. The product is: [CH2:1]1[O:44][C:43]2[CH:42]=[CH:41][C:5]([CH2:6][N:7]([S:28]([C:31]3[C:32]([CH3:40])=[CH:33][C:34]([O:38][CH3:39])=[CH:35][C:36]=3[CH3:37])(=[O:30])=[O:29])[C@H:8]([CH2:16][NH2:17])[C:9]([O:11][C:12]([CH3:13])([CH3:14])[CH3:15])=[O:10])=[CH:4][C:3]=2[O:2]1.